This data is from Full USPTO retrosynthesis dataset with 1.9M reactions from patents (1976-2016). The task is: Predict the reactants needed to synthesize the given product. (1) Given the product [CH2:18]([O:17][C:15]([N:12]=[S:10]([CH3:13])([C:7]1[CH:6]=[CH:5][C:4]([N+:1]([O-:3])=[O:2])=[CH:9][CH:8]=1)=[O:11])=[O:16])[CH3:19], predict the reactants needed to synthesize it. The reactants are: [N+:1]([C:4]1[CH:9]=[CH:8][C:7]([S:10]([CH3:13])(=[NH:12])=[O:11])=[CH:6][CH:5]=1)([O-:3])=[O:2].Cl[C:15]([O:17][CH2:18][CH3:19])=[O:16]. (2) Given the product [Si:41]([O:40][CH2:39][C@@H:38]1[O:37][C:36]([CH3:49])([CH3:48])[O:35][C@H:34]1[CH2:33][N:12]1[C:7]2=[C:6]3[C:11](=[CH:10][CH:9]=[CH:8]2)[C:2]([CH3:15])([CH3:1])[CH2:3][CH2:4][N:5]3[C:13]1=[O:14])([C:44]([CH3:47])([CH3:45])[CH3:46])([CH3:42])[CH3:43], predict the reactants needed to synthesize it. The reactants are: [CH3:1][C:2]1([CH3:15])[C:11]2[C:6]3=[C:7]([NH:12][C:13](=[O:14])[N:5]3[CH2:4][CH2:3]1)[CH:8]=[CH:9][CH:10]=2.C(=O)([O-])[O-].[Cs+].[Cs+].CC1C=CC(S(O[CH2:33][C@H:34]2[C@H:38]([CH2:39][O:40][Si:41]([C:44]([CH3:47])([CH3:46])[CH3:45])([CH3:43])[CH3:42])[O:37][C:36]([CH3:49])([CH3:48])[O:35]2)(=O)=O)=CC=1.O. (3) Given the product [Br:1][C:2]1[CH:11]=[CH:10][C:9]2[N:8]=[CH:7][C:6]3[N:12]=[CH:14][N:13]([CH3:15])[C:5]=3[C:4]=2[CH:3]=1, predict the reactants needed to synthesize it. The reactants are: [Br:1][C:2]1[CH:3]=[C:4]2[C:9](=[CH:10][CH:11]=1)[N:8]=[CH:7][C:6]([NH2:12])=[C:5]2[NH:13][CH3:14].[CH2:15](OC(OCC)OCC)C.